This data is from Experimentally validated miRNA-target interactions with 360,000+ pairs, plus equal number of negative samples. The task is: Binary Classification. Given a miRNA mature sequence and a target amino acid sequence, predict their likelihood of interaction. (1) The miRNA is hsa-miR-449a with sequence UGGCAGUGUAUUGUUAGCUGGU. The protein sequence of the target gene is MTNNSTCIQPSVISTTALPVTYIFLFIIGLFGNSLAQWVFLTKIGKKTSTHIYLANLVTANLLVCTAMPFMGIYFLRGFYWKYQSVQCRLVNFLGTLSMHVSMFVSLLILSWIAISRYATLMKKESKQEATSCYERMFYGHVLKRFRQPNFARTMCIYIWGVVLVIIIPVTLYYSVVEATEEGQSQCYNRQMELGARPSQIAGLIGTTFIGFSFLVVVTSYYSLVSHLRRVRTCTSITEKDLTYRSVKRHLLIIQVLLVVCFLPYSIFKPIFYVLHQREGDCQQLNYLIEAKNILTCLAS.... Result: 0 (no interaction). (2) The miRNA is mmu-miR-138-5p with sequence AGCUGGUGUUGUGAAUCAGGCCG. The protein sequence of the target gene is MGCFCAVPEEFYCEVLLLDESKLTLTTQQQGIKKSTKGSVVLDHVFRHINLVEIDYFGLRYCDRSHQTYWLDPAKTLAEHKELINTGPPYTLYFGIKFYAEDPCKLKEEITRYQFFLQVKQDALQGRLPCPVNIAAQMGAYAIQAELGDHDPYKHTAGYVSEYRFVPDQKEELEEAIERIHKTLMGQAPSEAELNYLRTAKSLEMYGVDLHPVYGENKSEYFLGLTPSGVVVYKNKKQVGKYFWPRITKVHFKETQFELRVLGKDCNETSFFFEARSKTACKHLWKCSVEHHTFFRMPDT.... Result: 0 (no interaction). (3) The miRNA is hsa-miR-6889-5p with sequence UCGGGGAGUCUGGGGUCCGGAAU. The protein sequence of the target gene is MAAGGSDPRAGDVEEDASQLIFPKEFETAETLLNSEVHMLLEHRKQQNESAEDEQELSEVFMKTLNYTARFSRFKNRETIASVRSLLLQKKLHKFELACLANLCPETAEESKALIPSLEGRFEDEELQQILDDIQTKRSFQY. Result: 0 (no interaction). (4) The miRNA is hsa-miR-6515-5p with sequence UUGGAGGGUGUGGAAGACAUC. The protein sequence of the target gene is MAEERPPRLVDYFVVAGLAGNGAPIPEETWVPEPSGPLRPPRPAEPITDVAVIARALGEEVPQGYTCIQASAGGHPLELSAGLLGGTQPVICYRRGRDKPPLVELGVLYEGKERPKPGFQVLDTTPYSHSANLAPPGPGHPRTYLTYRRAAEGAGLHALGITDLCLVLPSKGEGTPHTYCRLPRNLNPGMWGPAVYLCYKVGLAKANTLVYEAELLGRYPEEDNEAFPLPESVPVFCLPMGATIECWPAQTKYPVPVFSTFVLTGAAGDKVYGAALQFYEAFPRARLSERQARALGLLSA.... Result: 1 (interaction).